The task is: Predict which catalyst facilitates the given reaction.. This data is from Catalyst prediction with 721,799 reactions and 888 catalyst types from USPTO. (1) Reactant: [NH2:1][C:2]1[CH:3]=[C:4]([C:9]2[S:31][C:12]3=[N:13][C:14]([N:18]4[CH2:23][CH2:22][N:21](C(OC(C)(C)C)=O)[CH2:20][CH2:19]4)=[CH:15][C:16](=[O:17])[N:11]3[N:10]=2)[CH:5]=[C:6]([Br:8])[CH:7]=1.[NH:32](C(OC(C)(C)C)=O)[CH2:33][C:34](O)=[O:35].CN(C(ON1N=NC2C=CC=NC1=2)=[N+](C)C)C.F[P-](F)(F)(F)(F)F.CCN(C(C)C)C(C)C. Product: [NH2:32][CH2:33][C:34]([NH:1][C:2]1[CH:3]=[C:4]([C:9]2[S:31][C:12]3=[N:13][C:14]([N:18]4[CH2:19][CH2:20][NH:21][CH2:22][CH2:23]4)=[CH:15][C:16](=[O:17])[N:11]3[N:10]=2)[CH:5]=[C:6]([Br:8])[CH:7]=1)=[O:35]. The catalyst class is: 31. (2) The catalyst class is: 4. Product: [CH:20]1([C:23]([N:4]2[CH2:5][CH2:6][N:1]([C:7]([O:9][C:10]([CH3:13])([CH3:12])[CH3:11])=[O:8])[CH2:2][CH2:3]2)=[O:24])[CH2:22][CH2:21]1. Reactant: [N:1]1([C:7]([O:9][C:10]([CH3:13])([CH3:12])[CH3:11])=[O:8])[CH2:6][CH2:5][NH:4][CH2:3][CH2:2]1.C(=O)([O-])[O-].[K+].[K+].[CH:20]1([C:23](Cl)=[O:24])[CH2:22][CH2:21]1. (3) Reactant: [F:1][C:2]1[C:3]([CH2:25][N:26](C)[C:27](=O)OC(C)(C)C)=[CH:4][N:5]([S:14]([C:17]2[O:18][C:19]([CH:22]([OH:24])[CH3:23])=[CH:20][CH:21]=2)(=[O:16])=[O:15])[C:6]=1[C:7]1[C:8]([F:13])=[N:9][CH:10]=[CH:11][CH:12]=1.[ClH:35].O1CCOCC1. Product: [ClH:35].[F:1][C:2]1[C:3]([CH2:25][NH:26][CH3:27])=[CH:4][N:5]([S:14]([C:17]2[O:18][C:19]([CH:22]([OH:24])[CH3:23])=[CH:20][CH:21]=2)(=[O:16])=[O:15])[C:6]=1[C:7]1[C:8]([F:13])=[N:9][CH:10]=[CH:11][CH:12]=1. The catalyst class is: 7. (4) Reactant: Cl.[Br:2][C:3]1[CH:13]=[CH:12][C:6]([C:7](=[NH:11])[O:8][CH2:9][CH3:10])=[CH:5][CH:4]=1. Product: [Br:2][C:3]1[CH:4]=[CH:5][C:6]([C:7](=[NH:11])[O:8][CH2:9][CH3:10])=[CH:12][CH:13]=1. The catalyst class is: 14. (5) Reactant: [O:1]=[C:2]1[NH:7][N:6]=[CH:5][C:4]([O:8][C:9]2[CH:17]=[CH:16][CH:15]=[CH:14][C:10]=2[C:11]([NH2:13])=O)=[CH:3]1.C(N(CC)CC)C.FC(F)(F)C(OC(=O)C(F)(F)F)=O. Product: [O:1]=[C:2]1[NH:7][N:6]=[CH:5][C:4]([O:8][C:9]2[CH:17]=[CH:16][CH:15]=[CH:14][C:10]=2[C:11]#[N:13])=[CH:3]1. The catalyst class is: 2. (6) Reactant: [OH:1][C:2]1[CH:10]=[N:9][CH:8]=[CH:7][C:3]=1[C:4]([OH:6])=[O:5].[CH3:11][CH2:12]O. Product: [OH:1][C:2]1[CH:10]=[N:9][CH:8]=[CH:7][C:3]=1[C:4]([O:6][CH2:11][CH3:12])=[O:5]. The catalyst class is: 82. (7) Reactant: [CH3:1][N:2]1[CH2:7][CH2:6][N:5]([CH2:8][C:9]2[CH:10]=[C:11]([CH:14]=[CH:15][CH:16]=2)C#N)[CH2:4][CH2:3]1.C[Mg]Br.C([O:22][CH2:23][CH3:24])C.Cl.[OH-].[Na+]. Product: [CH3:1][N:2]1[CH2:7][CH2:6][N:5]([CH2:8][C:9]2[CH:16]=[C:15]([C:23](=[O:22])[CH3:24])[CH:14]=[CH:11][CH:10]=2)[CH2:4][CH2:3]1. The catalyst class is: 11. (8) Reactant: [NH:1]1[C:9]2[C:4](=[CH:5][CH:6]=[CH:7][CH:8]=2)[C:3]2([C:13]3=[CH:14][C:15]4[O:19][CH2:18][O:17][C:16]=4[CH:20]=[C:12]3[O:11][CH2:10]2)[C:2]1=[O:21].[OH-:22].[Na+].[Cl-:24].[NH4+]. Product: [Cl:24][C:5]1[O:22][C:13]([CH2:12][N:1]2[C:9]3[C:4](=[CH:5][CH:6]=[CH:7][CH:8]=3)[C:3]3([C:13]4=[CH:14][C:15]5[O:19][CH2:18][O:17][C:16]=5[CH:20]=[C:12]4[O:11][CH2:10]3)[C:2]2=[O:21])=[CH:3][CH:4]=1. The catalyst class is: 9. (9) Reactant: Br[C:2]([CH3:7])([CH3:6])[C:3](Cl)=[O:4].[NH2:8][C:9]1[C:10]([OH:26])=[C:11]([C:23](=[O:25])[CH3:24])[CH:12]=[CH:13][C:14]=1[O:15][CH2:16][C:17]1[CH:22]=[CH:21][CH:20]=[CH:19][CH:18]=1.C(=O)([O-])[O-].[K+].[K+]. Product: [C:23]([C:11]1[C:10]2[O:26][C:2]([CH3:7])([CH3:6])[C:3](=[O:4])[NH:8][C:9]=2[C:14]([O:15][CH2:16][C:17]2[CH:22]=[CH:21][CH:20]=[CH:19][CH:18]=2)=[CH:13][CH:12]=1)(=[O:25])[CH3:24]. The catalyst class is: 10.